This data is from Catalyst prediction with 721,799 reactions and 888 catalyst types from USPTO. The task is: Predict which catalyst facilitates the given reaction. (1) Reactant: [NH2:1][C:2]1[CH:3]=[C:4]([CH:20]=[CH:21][C:22]=1[O:23][CH3:24])[C:5]([NH:7][C:8]1[CH:13]=[CH:12][C:11]([C:14]2[CH:19]=[CH:18][CH:17]=[CH:16][CH:15]=2)=[CH:10][CH:9]=1)=[O:6].N1C=CC=CC=1.[Cl:31][CH2:32][C:33](Cl)=[O:34].O. Product: [C:11]1([C:14]2[CH:19]=[CH:18][CH:17]=[CH:16][CH:15]=2)[CH:10]=[CH:9][C:8]([NH:7][C:5](=[O:6])[C:4]2[CH:20]=[CH:21][C:22]([O:23][CH3:24])=[C:2]([NH:1][C:33](=[O:34])[CH2:32][Cl:31])[CH:3]=2)=[CH:13][CH:12]=1. The catalyst class is: 429. (2) Reactant: [OH:1][C:2]1[CH:3]=[C:4]2[C:9](=[CH:10][CH:11]=1)[CH:8]=[N:7][CH:6]=[CH:5]2.[B-](F)(F)(F)F.C1C=CN=CC=1.C1C=CN=CC=1.[IH2+:29].FC(F)(F)S(O)(=O)=O. Product: [I:29][C:3]1[C:2]([OH:1])=[CH:11][CH:10]=[C:9]2[C:4]=1[CH:5]=[CH:6][N:7]=[CH:8]2. The catalyst class is: 4. (3) Reactant: [CH3:1][O:2][C:3]1[CH:12]=[C:11]2[C:6]([CH:7]=[C:8]([C:13]3[CH:18]=[CH:17][C:16]([O:19][CH3:20])=[CH:15][C:14]=3[N+:21]([O-])=O)[CH2:9][CH2:10]2)=[CH:5][CH:4]=1.[Cl-].[NH4+].O. Product: [CH3:20][O:19][C:16]1[CH:17]=[CH:18][C:13]([C:8]2[CH2:9][CH2:10][C:11]3[C:6](=[CH:5][CH:4]=[C:3]([O:2][CH3:1])[CH:12]=3)[CH:7]=2)=[C:14]([NH2:21])[CH:15]=1. The catalyst class is: 415. (4) Reactant: S(Cl)([Cl:3])=O.Cl.[NH2:6][CH2:7][C:8](=[O:14])[CH2:9][CH2:10][C:11]([OH:13])=[O:12]. Product: [ClH:3].[NH2:6][CH2:7][C:8](=[O:14])[CH2:9][CH2:10][C:11]([O:13][CH2:7]/[CH:8]=[CH:9]\[CH2:10][CH3:11])=[O:12]. The catalyst class is: 9. (5) Reactant: [C:1]([O:5][C:6]([N:8]1[CH2:13][CH2:12][N:11]([C:14]2[CH:19]=[CH:18][CH:17]=[C:16]([C:20](O)=[O:21])[N:15]=2)[CH2:10][CH2:9]1)=[O:7])([CH3:4])([CH3:3])[CH3:2].[C:23]1([CH3:35])[CH:28]=[CH:27][CH:26]=[CH:25][C:24]=1[CH:29]1[CH2:34][CH2:33][CH2:32][CH2:31][NH:30]1.C(N(C(C)C)CC)(C)C.F[P-](F)(F)(F)(F)F.N1(OC(N(C)C)=[N+](C)C)C2N=CC=CC=2N=N1. Product: [C:1]([O:5][C:6]([N:8]1[CH2:13][CH2:12][N:11]([C:14]2[CH:19]=[CH:18][CH:17]=[C:16]([C:20]([N:30]3[CH2:31][CH2:32][CH2:33][CH2:34][CH:29]3[C:24]3[CH:25]=[CH:26][CH:27]=[CH:28][C:23]=3[CH3:35])=[O:21])[N:15]=2)[CH2:10][CH2:9]1)=[O:7])([CH3:2])([CH3:3])[CH3:4]. The catalyst class is: 3. (6) The catalyst class is: 83. Reactant: [OH-].[Na+].O.[CH3:4][C:5]1[CH:14]=[C:13]([CH2:15][O:16][C:17]2[CH:32]=[CH:31][C:20]([C:21]([O:23]CC3C=CC=CC=3)=[O:22])=[CH:19][CH:18]=2)[C:12]2[C:7](=[CH:8][CH:9]=[CH:10][CH:11]=2)[N:6]=1. Product: [CH3:4][C:5]1[CH:14]=[C:13]([CH2:15][O:16][C:17]2[CH:32]=[CH:31][C:20]([C:21]([OH:23])=[O:22])=[CH:19][CH:18]=2)[C:12]2[C:7](=[CH:8][CH:9]=[CH:10][CH:11]=2)[N:6]=1. (7) Reactant: [NH2:1][C:2]1[CH:3]=[C:4]([CH:25]=[C:26]([C:28]([F:31])([F:30])[F:29])[CH:27]=1)[O:5][C:6]1[CH:7]=[C:8]([C:12]([CH3:24])([CH3:23])[C:13]([O:15][CH2:16][C:17]2[CH:22]=[CH:21][CH:20]=[CH:19][CH:18]=2)=[O:14])[CH:9]=[CH:10][CH:11]=1.C(=O)([O-])O.[Na+].Cl[C:38]([O:40][CH2:41][C:42]([Cl:45])([Cl:44])[Cl:43])=[O:39]. Product: [CH3:24][C:12]([C:8]1[CH:9]=[CH:10][CH:11]=[C:6]([O:5][C:4]2[CH:25]=[C:26]([C:28]([F:29])([F:30])[F:31])[CH:27]=[C:2]([NH:1][C:38]([O:40][CH2:41][C:42]([Cl:45])([Cl:44])[Cl:43])=[O:39])[CH:3]=2)[CH:7]=1)([CH3:23])[C:13]([O:15][CH2:16][C:17]1[CH:22]=[CH:21][CH:20]=[CH:19][CH:18]=1)=[O:14]. The catalyst class is: 13. (8) Reactant: Cl[C:2]1[C:3]2[C:10]([I:11])=[CH:9][N:8]([CH:12]3[CH2:15][CH:14]([CH2:16][OH:17])[CH2:13]3)[C:4]=2[N:5]=[CH:6][N:7]=1.[NH3:18]. Product: [NH2:18][C:2]1[C:3]2[C:10]([I:11])=[CH:9][N:8]([C@@H:12]3[CH2:15][C@H:14]([CH2:16][OH:17])[CH2:13]3)[C:4]=2[N:5]=[CH:6][N:7]=1. The catalyst class is: 12. (9) Reactant: Br[C:2]1[C:3](=[O:9])[NH:4][C:5](=[O:8])[C:6]=1Br.[N:10]1[CH:15]=[CH:14][CH:13]=[CH:12][C:11]=1[SH:16].[N:17]1[CH:22]=[CH:21][CH:20]=[CH:19][C:18]=1[SH:23].CO. Product: [N:10]1[CH:15]=[CH:14][CH:13]=[CH:12][C:11]=1[S:16][C:2]1[C:3](=[O:9])[NH:4][C:5](=[O:8])[C:6]=1[S:23][C:18]1[CH:19]=[CH:20][CH:21]=[CH:22][N:17]=1. The catalyst class is: 5.